From a dataset of Full USPTO retrosynthesis dataset with 1.9M reactions from patents (1976-2016). Predict the reactants needed to synthesize the given product. The reactants are: C([O:3][C:4](=[O:41])[CH2:5][O:6][C:7]1[CH:12]=[CH:11][C:10]([S:13][C:14]2[CH:19]=[C:18]([C:20]#[C:21][C:22]3[CH:27]=[CH:26][C:25]([S:28]([CH3:31])(=[O:30])=[O:29])=[CH:24][CH:23]=3)[CH:17]=[C:16]([O:32][CH2:33][CH:34]3[CH2:39][CH2:38][CH2:37][CH2:36][CH2:35]3)[CH:15]=2)=[CH:9][C:8]=1[CH3:40])C.[OH-].[Na+].Cl. Given the product [CH:34]1([CH2:33][O:32][C:16]2[CH:15]=[C:14]([S:13][C:10]3[CH:11]=[CH:12][C:7]([O:6][CH2:5][C:4]([OH:41])=[O:3])=[C:8]([CH3:40])[CH:9]=3)[CH:19]=[C:18]([C:20]#[C:21][C:22]3[CH:23]=[CH:24][C:25]([S:28]([CH3:31])(=[O:29])=[O:30])=[CH:26][CH:27]=3)[CH:17]=2)[CH2:39][CH2:38][CH2:37][CH2:36][CH2:35]1, predict the reactants needed to synthesize it.